From a dataset of Full USPTO retrosynthesis dataset with 1.9M reactions from patents (1976-2016). Predict the reactants needed to synthesize the given product. (1) Given the product [ClH:3].[Cl:3][CH2:11][C:7]1[CH:6]=[N:5][CH:10]=[CH:9][CH:8]=1, predict the reactants needed to synthesize it. The reactants are: S(Cl)([Cl:3])=O.[N:5]1[CH:10]=[CH:9][CH:8]=[C:7]([CH2:11]O)[CH:6]=1. (2) Given the product [CH3:24][C:25]1[N:26]([C:30]2[CH:31]=[CH:32][C:33]([NH:36][C:37]3[N:38]=[C:15]([CH2:16][CH:17]4[CH2:22][CH2:21][O:20][CH2:19][CH2:18]4)[C:3]4[CH2:4][N:5]([C:8]([O:10][C:11]([CH3:14])([CH3:13])[CH3:12])=[O:9])[CH2:6][CH2:7][C:2]=4[N:39]=3)=[CH:34][CH:35]=2)[CH:27]=[CH:28][N:29]=1, predict the reactants needed to synthesize it. The reactants are: O=[C:2]1[CH2:7][CH2:6][N:5]([C:8]([O:10][C:11]([CH3:14])([CH3:13])[CH3:12])=[O:9])[CH2:4][CH:3]1[C:15](=O)[CH2:16][CH:17]1[CH2:22][CH2:21][O:20][CH2:19][CH2:18]1.[CH3:24][C:25]1[N:26]([C:30]2[CH:35]=[CH:34][C:33]([NH:36][C:37]([NH2:39])=[NH:38])=[CH:32][CH:31]=2)[CH:27]=[CH:28][N:29]=1. (3) Given the product [ClH:39].[NH2:23][C@@H:19]1[CH2:20][CH2:21][CH2:22][N:17]([C:3]2[C:2]([Br:1])=[CH:7][N:6]=[C:5]3[NH:8][CH:9]=[C:10]([NH:11][C:12]([NH:14][CH2:15][CH3:16])=[O:13])[C:4]=23)[CH2:18]1, predict the reactants needed to synthesize it. The reactants are: [Br:1][C:2]1[C:3]([N:17]2[CH2:22][CH2:21][CH2:20][C@@H:19]([NH:23]C(=O)OC(C)(C)C)[CH2:18]2)=[C:4]2[C:10]([NH:11][C:12]([NH:14][CH2:15][CH3:16])=[O:13])=[CH:9][NH:8][C:5]2=[N:6][CH:7]=1.C(O)(C(F)(F)F)=O.C(Cl)[Cl:39]. (4) Given the product [CH2:10]([O:9][C:7]([C@:5]1([C:17]2([OH:21])[CH2:18][CH2:19][CH2:20]2)[CH2:6][C@H:2]([NH:1][C@@H:29]2[C@H:24]([O:23][CH3:22])[CH2:25][O:26][CH2:27][CH2:28]2)[CH:3]=[CH:4]1)=[O:8])[C:11]1[CH:12]=[CH:13][CH:14]=[CH:15][CH:16]=1, predict the reactants needed to synthesize it. The reactants are: [NH2:1][C@H:2]1[CH2:6][C@@:5]([C:17]2([OH:21])[CH2:20][CH2:19][CH2:18]2)([C:7]([O:9][CH2:10][C:11]2[CH:16]=[CH:15][CH:14]=[CH:13][CH:12]=2)=[O:8])[CH:4]=[CH:3]1.[CH3:22][O:23][C@H:24]1[C:29](=O)[CH2:28][CH2:27][O:26][CH2:25]1.C(O[BH-](OC(=O)C)OC(=O)C)(=O)C.[Na+].C([O-])(O)=O.[Na+].[OH-].[Na+]. (5) Given the product [NH2:1][C@@H:4]1[C@H:8]2[O:9][CH2:10][C@H:11]([NH:12][C:13]([CH:15]3[CH2:16][CH2:17]3)=[O:14])[C@H:7]2[O:6][CH2:5]1, predict the reactants needed to synthesize it. The reactants are: [N:1]([C@@H:4]1[C@H:8]2[O:9][CH2:10][C@H:11]([NH:12][C:13]([CH:15]3[CH2:17][CH2:16]3)=[O:14])[C@H:7]2[O:6][CH2:5]1)=[N+]=[N-]. (6) Given the product [CH2:5]([O:4][C:2]([N:11]1[C:7](=[O:13])[CH:8]=[CH:9][C:10]1=[O:12])=[O:3])[CH3:6], predict the reactants needed to synthesize it. The reactants are: Cl[C:2]([O:4][CH2:5][CH3:6])=[O:3].[C:7]1(=[O:13])[NH:11][C:10](=[O:12])[CH:9]=[CH:8]1.C(N(CC)CC)C.CO.